From a dataset of Reaction yield outcomes from USPTO patents with 853,638 reactions. Predict the reaction yield, written as a fraction of the theoretical maximum amount of product (1.0 means a 100% yield; for example, 0.34 means a 34% yield). The reactants are [OH:1][C:2]([C:50]1[S:51][CH:52]=[CH:53][CH:54]=1)([C:45]1[S:46][CH:47]=[CH:48][CH:49]=1)[C:3]([O:5][C@H:6]1[CH2:11][CH2:10][C@H:9]([N:12]([CH2:14][CH2:15][N:16]2[C:20]3[CH:21]=[CH:22][C:23]([CH2:25][O:26][Si](C(C)(C)C)(C4C=CC=CC=4)C4C=CC=CC=4)=[CH:24][C:19]=3[O:18][C:17]2=[O:44])[CH3:13])[CH2:8][CH2:7]1)=[O:4].F.F.F.C(N(CC)CC)C.C(=O)(O)[O-].[Na+].C(Cl)(Cl)Cl. The catalyst is C1COCC1.CCO. The product is [OH:1][C:2]([C:45]1[S:46][CH:47]=[CH:48][CH:49]=1)([C:50]1[S:51][CH:52]=[CH:53][CH:54]=1)[C:3]([O:5][C@H:6]1[CH2:11][CH2:10][C@H:9]([N:12]([CH2:14][CH2:15][N:16]2[C:20]3[CH:21]=[CH:22][C:23]([CH2:25][OH:26])=[CH:24][C:19]=3[O:18][C:17]2=[O:44])[CH3:13])[CH2:8][CH2:7]1)=[O:4]. The yield is 0.700.